From a dataset of Full USPTO retrosynthesis dataset with 1.9M reactions from patents (1976-2016). Predict the reactants needed to synthesize the given product. (1) The reactants are: [C:1](OC(=O)C)(=[O:3])[CH3:2].[NH2:8][C:9]1[C:18]2=[N:19][N:20]([CH2:30][CH3:31])[C:21]([CH2:22][C:23]3([OH:29])[CH2:28][CH2:27][NH:26][CH2:25][CH2:24]3)=[C:17]2[C:16]2[CH:15]=[CH:14][CH:13]=[CH:12][C:11]=2[N:10]=1. Given the product [C:1]([N:26]1[CH2:27][CH2:28][C:23]([CH2:22][C:21]2[N:20]([CH2:30][CH3:31])[N:19]=[C:18]3[C:17]=2[C:16]2[CH:15]=[CH:14][CH:13]=[CH:12][C:11]=2[N:10]=[C:9]3[NH2:8])([OH:29])[CH2:24][CH2:25]1)(=[O:3])[CH3:2], predict the reactants needed to synthesize it. (2) The reactants are: [CH3:1][C:2]1[CH:11]=[CH:10][CH:9]=[C:8]2[C:3]=1[CH:4]=[CH:5][CH:6]=[C:7]2[OH:12].[C:13](O)(=[O:18])[CH2:14][C:15](O)=[O:16]. Given the product [OH:18][C:13]1[C:6]2[C:7](=[C:8]3[CH:9]=[CH:10][CH:11]=[C:2]([CH3:1])[C:3]3=[CH:4][CH:5]=2)[O:12][C:15](=[O:16])[CH:14]=1, predict the reactants needed to synthesize it.